This data is from Forward reaction prediction with 1.9M reactions from USPTO patents (1976-2016). The task is: Predict the product of the given reaction. (1) The product is: [CH2:1]([O:3][C:4](=[O:23])[CH2:5][N:6]([CH2:17][C:18]([O:20][CH2:21][CH3:22])=[O:19])[C:7]1[CH:12]=[C:11]([C:13]([NH2:34])=[O:14])[CH:10]=[CH:9][C:8]=1[CH3:16])[CH3:2]. Given the reactants [CH2:1]([O:3][C:4](=[O:23])[CH2:5][N:6]([CH2:17][C:18]([O:20][CH2:21][CH3:22])=[O:19])[C:7]1[CH:12]=[C:11]([C:13](O)=[O:14])[CH:10]=[CH:9][C:8]=1[CH3:16])[CH3:2].ClCCl.C(Cl)(=O)C(Cl)=O.C[N:34](C)C=O, predict the reaction product. (2) Given the reactants [NH2:1][C:2]1[CH:11]=[CH:10][CH:9]=[CH:8][C:3]=1[C:4]([NH:6][CH3:7])=[O:5].C(=O)([O-])[O-].[K+].[K+].[Cl:18][C:19]1[N:24]=[C:23](Cl)[C:22]([Cl:26])=[CH:21][N:20]=1, predict the reaction product. The product is: [Cl:18][C:19]1[N:24]=[C:23]([NH:1][C:2]2[CH:11]=[CH:10][CH:9]=[CH:8][C:3]=2[C:4]([NH:6][CH3:7])=[O:5])[C:22]([Cl:26])=[CH:21][N:20]=1. (3) Given the reactants Cl[C:2]1[N:7]=[C:6]([N:8]2[CH2:13][CH2:12][O:11][CH2:10][C@@H:9]2[CH3:14])[CH:5]=[C:4]([C:15]([CH3:21])([S:17]([CH3:20])(=[O:19])=[O:18])[CH3:16])[N:3]=1.[NH:22]1[CH2:27][CH2:26][CH:25]([NH:28]C(=O)OC(C)(C)C)[CH2:24][CH2:23]1.C[C@H]1COCCN1C1C=C(CS(C)(=O)=O)N=C(N2CCC(N)CC2)N=1, predict the reaction product. The product is: [CH3:14][C@H:9]1[CH2:10][O:11][CH2:12][CH2:13][N:8]1[C:6]1[CH:5]=[C:4]([C:15]([S:17]([CH3:20])(=[O:19])=[O:18])([CH3:21])[CH3:16])[N:3]=[C:2]([N:22]2[CH2:27][CH2:26][CH:25]([NH2:28])[CH2:24][CH2:23]2)[N:7]=1.